The task is: Predict the reactants needed to synthesize the given product.. This data is from Full USPTO retrosynthesis dataset with 1.9M reactions from patents (1976-2016). Given the product [C:20]([O:19][C:17]([NH:1][C:2]([CH2:15][F:16])([CH2:7][C:8]1[CH:13]=[CH:12][CH:11]=[C:10]([OH:14])[CH:9]=1)[C:3]([O:5][CH3:6])=[O:4])=[O:18])([CH3:23])([CH3:22])[CH3:21], predict the reactants needed to synthesize it. The reactants are: [NH2:1][C:2]([CH2:15][F:16])([CH2:7][C:8]1[CH:13]=[CH:12][CH:11]=[C:10]([OH:14])[CH:9]=1)[C:3]([O:5][CH3:6])=[O:4].[C:17](O[C:17]([O:19][C:20]([CH3:23])([CH3:22])[CH3:21])=[O:18])([O:19][C:20]([CH3:23])([CH3:22])[CH3:21])=[O:18].C(=O)(O)[O-].[Na+].